Dataset: Forward reaction prediction with 1.9M reactions from USPTO patents (1976-2016). Task: Predict the product of the given reaction. (1) Given the reactants [NH2:1][C:2]1[C:13]([F:14])=[CH:12][C:11]([Cl:15])=[CH:10][C:3]=1[C:4](N(OC)C)=[O:5].[C:16]1([Mg]Br)[CH:21]=[CH:20][CH:19]=[CH:18][CH:17]=1, predict the reaction product. The product is: [NH2:1][C:2]1[C:13]([F:14])=[CH:12][C:11]([Cl:15])=[CH:10][C:3]=1[C:4]([C:16]1[CH:21]=[CH:20][CH:19]=[CH:18][CH:17]=1)=[O:5]. (2) The product is: [F:20][C:21]1[CH:31]=[CH:30][C:24]([O:25][CH:26]2[CH2:27][N:28]([C:2]3[N:7]=[C:6]([NH:8][C:9]4[CH:10]=[C:11]([CH:16]=[CH:17][CH:18]=4)[C:12]([NH:14][CH3:15])=[O:13])[CH:5]=[CH:4][N:3]=3)[CH2:29]2)=[CH:23][CH:22]=1. Given the reactants Cl[C:2]1[N:7]=[C:6]([NH:8][C:9]2[CH:10]=[C:11]([CH:16]=[CH:17][CH:18]=2)[C:12]([NH:14][CH3:15])=[O:13])[CH:5]=[CH:4][N:3]=1.Cl.[F:20][C:21]1[CH:31]=[CH:30][C:24]([O:25][CH:26]2[CH2:29][NH:28][CH2:27]2)=[CH:23][CH:22]=1.C(N(C(C)C)C(C)C)C, predict the reaction product. (3) Given the reactants [Si]([O:8][CH2:9][C@@H:10]1[C@@H:14]([C:15]2[CH:20]=[CH:19][CH:18]=[CH:17][CH:16]=2)[CH2:13][N:12]([C:21]([O:23][C:24]2[CH:29]=[CH:28][C:27]([C:30]([O:32][CH3:33])=[O:31])=[CH:26][CH:25]=2)=[O:22])[CH2:11]1)(C(C)(C)C)(C)C.CCCC[N+](CCCC)(CCCC)CCCC.[F-], predict the reaction product. The product is: [OH:8][CH2:9][C@@H:10]1[C@@H:14]([C:15]2[CH:16]=[CH:17][CH:18]=[CH:19][CH:20]=2)[CH2:13][N:12]([C:21]([O:23][C:24]2[CH:25]=[CH:26][C:27]([C:30]([O:32][CH3:33])=[O:31])=[CH:28][CH:29]=2)=[O:22])[CH2:11]1. (4) Given the reactants [OH-].[Na+].[Cl:3][C:4]1[CH:35]=[CH:34][CH:33]=[CH:32][C:5]=1[CH2:6][O:7][C:8]1[CH:17]=[C:16]([C:18](=[O:30])[NH:19][C:20]2[S:21][C:22]([C:25]([O:27]CC)=[O:26])=[CH:23][N:24]=2)[C:15]2[C:10](=[CH:11][CH:12]=[C:13]([CH3:31])[CH:14]=2)[N:9]=1.Cl, predict the reaction product. The product is: [Cl:3][C:4]1[CH:35]=[CH:34][CH:33]=[CH:32][C:5]=1[CH2:6][O:7][C:8]1[CH:17]=[C:16]([C:18](=[O:30])[NH:19][C:20]2[S:21][C:22]([C:25]([OH:27])=[O:26])=[CH:23][N:24]=2)[C:15]2[C:10](=[CH:11][CH:12]=[C:13]([CH3:31])[CH:14]=2)[N:9]=1. (5) Given the reactants [CH:1]1([N:6]([C:14]2[C:19]([N+:20]([O-])=O)=[CH:18][N:17]=[C:16]([N:23]3[CH2:27][CH2:26][CH2:25][CH2:24]3)[N:15]=2)[C@H:7]([CH2:12][CH3:13])[C:8]([O:10]C)=O)[CH2:5][CH2:4][CH2:3][CH2:2]1, predict the reaction product. The product is: [CH:1]1([N:6]2[C:14]3[N:15]=[C:16]([N:23]4[CH2:24][CH2:25][CH2:26][CH2:27]4)[N:17]=[CH:18][C:19]=3[NH:20][C:8](=[O:10])[C@H:7]2[CH2:12][CH3:13])[CH2:2][CH2:3][CH2:4][CH2:5]1. (6) Given the reactants [Br:1][C:2]1[CH:7]=[CH:6][CH:5]=[CH:4][C:3]=1/[CH:8]=[CH:9]/[C:10]1[CH:15]=[C:14]([Cl:16])[CH:13]=[CH:12][C:11]=1[OH:17].[CH:18]([N-:21][CH:22](C)C)(C)[CH3:19].[Li+].CCCCCCC.C1COCC1.O, predict the reaction product. The product is: [CH3:22][N:21]1[CH2:18][CH2:19][C@@H:9]([C:10]2[CH:15]=[C:14]([Cl:16])[CH:13]=[CH:12][C:11]=2[OH:17])[C@@H:8]1[C:3]1[CH:4]=[CH:5][CH:6]=[CH:7][C:2]=1[Br:1].